Predict the reaction yield, written as a fraction of the theoretical maximum amount of product (1.0 means a 100% yield; for example, 0.34 means a 34% yield). From a dataset of Reaction yield outcomes from USPTO patents with 853,638 reactions. (1) The reactants are [CH3:1][O:2][C:3]([C:5]1[CH:6]=[C:7]([C:12]2[CH:17]=[CH:16][C:15]([CH3:18])=[CH:14][CH:13]=2)[CH:8]=[C:9](I)[CH:10]=1)=[O:4].[CH2:19]([NH2:21])[CH3:20].C1CCN2C(=NCCC2)CC1.C1C[O:36][CH2:35]C1. The catalyst is CC([O-])=O.CC([O-])=O.[Pd+2]. The product is [CH3:1][O:2][C:3]([C:5]1[CH:6]=[C:7]([C:12]2[CH:17]=[CH:16][C:15]([CH3:18])=[CH:14][CH:13]=2)[CH:8]=[C:9]([C:35](=[O:36])[NH:21][CH2:19][CH3:20])[CH:10]=1)=[O:4]. The yield is 0.500. (2) The reactants are Cl.Cl.[F:3][C:4]1[CH:9]=[CH:8][CH:7]=[CH:6][C:5]=1[CH:10]([NH2:15])[C:11]([CH3:14])([NH2:13])[CH3:12].C(N(CC)CC)C.[CH3:23][C:24]1[CH:32]=[CH:31][CH:30]=[C:29]([CH3:33])[C:25]=1[C:26](Cl)=[O:27]. The catalyst is C(Cl)Cl. The product is [NH2:13][C:11]([CH3:12])([CH3:14])[CH:10]([NH:15][C:26](=[O:27])[C:25]1[C:29]([CH3:33])=[CH:30][CH:31]=[CH:32][C:24]=1[CH3:23])[C:5]1[CH:6]=[CH:7][CH:8]=[CH:9][C:4]=1[F:3]. The yield is 0.610. (3) The reactants are [CH:1]1[C:6]([C:7]2[CH:8]=[CH:9][C:10]([F:14])=[CH:11][C:12]=2[F:13])=[CH:5][C:4]([C:15]([OH:17])=[O:16])=[C:3]([OH:18])[CH:2]=1.Cl.CN(C)[CH2:22][CH2:23]CN=C=N.O.ON1C2C=CC=CC=2N=N1.C(O)C. The catalyst is CN(C)C=O.O. The product is [F:13][C:12]1[CH:11]=[C:10]([F:14])[CH:9]=[CH:8][C:7]=1[C:6]1[CH:5]=[C:4]([C:15]([O:17][CH2:22][CH3:23])=[O:16])[C:3]([OH:18])=[CH:2][CH:1]=1. The yield is 0.340. (4) The reactants are [CH3:1][O:2][C:3](=[O:28])[CH2:4][O:5][C:6]1[CH:11]=[CH:10][C:9]([NH:12][C:13](=[O:27])[CH2:14][CH2:15][CH2:16][CH2:17][CH2:18][O:19]CC2C=CC=CC=2)=[CH:8][CH:7]=1. The catalyst is CO.CN(C)C=O.[Pd]. The product is [CH3:1][O:2][C:3](=[O:28])[CH2:4][O:5][C:6]1[CH:11]=[CH:10][C:9]([NH:12][C:13](=[O:27])[CH2:14][CH2:15][CH2:16][CH2:17][CH2:18][OH:19])=[CH:8][CH:7]=1. The yield is 0.244. (5) The reactants are [CH3:1][N:2]([CH3:22])[CH2:3]/[CH:4]=[CH:5]\[C:6]1[C:11]([O:12][CH2:13][CH2:14][O:15]C2CCCCO2)=[CH:10][CH:9]=[CH:8][N:7]=1. The catalyst is CO.[Pd]. The product is [CH3:22][N:2]([CH3:1])[CH2:3][CH2:4][CH2:5][C:6]1[C:11]([O:12][CH2:13][CH2:14][OH:15])=[CH:10][CH:9]=[CH:8][N:7]=1. The yield is 0.570. (6) The reactants are Br[C:2]1[CH:3]=[C:4]2[CH2:10][CH2:9][N:8]([Si:11]([C:14]([CH3:17])([CH3:16])[CH3:15])([CH3:13])[CH3:12])[C:5]2=[N:6][CH:7]=1.C([Li])CCC.CCCCCC.[CH2:29]([S:31]SCC)[CH3:30]. The catalyst is O1CCCC1. The product is [C:14]([Si:11]([CH3:13])([CH3:12])[N:8]1[C:5]2=[N:6][CH:7]=[C:2]([S:31][CH2:29][CH3:30])[CH:3]=[C:4]2[CH2:10][CH2:9]1)([CH3:17])([CH3:16])[CH3:15]. The yield is 0.710. (7) The reactants are [NH2:1][C:2]1[CH:3]=[C:4]([CH:8]=[CH:9][C:10]=1[OH:11])[C:5]([OH:7])=O.[CH3:12][CH2:13][CH2:14][CH:15]([NH2:19])[CH2:16][CH2:17][CH3:18]. No catalyst specified. The product is [NH2:1][C:2]1[CH:3]=[C:4]([CH:8]=[CH:9][C:10]=1[OH:11])[C:5]([NH:19][CH:15]([CH2:16][CH2:17][CH3:18])[CH2:14][CH2:13][CH3:12])=[O:7]. The yield is 0.570. (8) The reactants are [CH3:1][N:2]1[C:10]2[C:5](=[CH:6][CH:7]=[C:8]([N+:11]([O-])=O)[CH:9]=2)[CH:4]=[N:3]1.OCC1(OC[C@@H](O)[C@@H](O)[C@H]1O)O. The catalyst is CCO.C1COCC1.O=[Pt]=O. The product is [CH3:1][N:2]1[C:10]2[C:5](=[CH:6][CH:7]=[C:8]([NH2:11])[CH:9]=2)[CH:4]=[N:3]1. The yield is 0.900. (9) The reactants are [Br:1][C:2]1[CH:11]=[C:10]2[C:5]([C:6](=O)[CH:7]([NH:12][C:13]([C@@H:15]3[CH2:19][CH2:18][CH2:17][N:16]3[C:20]([O:22][C:23]([CH3:26])([CH3:25])[CH3:24])=[O:21])=O)[CH2:8][O:9]2)=[CH:4][CH:3]=1.C([O-])(=O)C.[NH4+:32]. No catalyst specified. The product is [Br:1][C:2]1[CH:3]=[CH:4][C:5]2[C:6]3[N:32]=[C:13]([C@@H:15]4[CH2:19][CH2:18][CH2:17][N:16]4[C:20]([O:22][C:23]([CH3:26])([CH3:25])[CH3:24])=[O:21])[NH:12][C:7]=3[CH2:8][O:9][C:10]=2[CH:11]=1. The yield is 0.570. (10) The reactants are N([O-])=O.[Na+].[NH2:5][C:6]1[CH:11]=[C:10]([F:12])[C:9]([N:13]2[CH2:18][CH2:17][C:16](=[O:19])[CH2:15][CH2:14]2)=[C:8]([F:20])[CH:7]=1.[N-:21]=[N+:22]=[N-].[Na+].C([O-])(=O)C.[Na+]. The catalyst is Cl. The product is [N:5]([C:6]1[CH:11]=[C:10]([F:12])[C:9]([N:13]2[CH2:14][CH2:15][C:16](=[O:19])[CH2:17][CH2:18]2)=[C:8]([F:20])[CH:7]=1)=[N+:21]=[N-:22]. The yield is 0.550.